From a dataset of Forward reaction prediction with 1.9M reactions from USPTO patents (1976-2016). Predict the product of the given reaction. The product is: [ClH:26].[ClH:26].[CH3:1][C@@H:2]1[CH2:6][CH2:5][CH2:4][C@H:3]1[O:7][C:8]1[CH:9]=[CH:10][C:11]2[CH2:12][NH:13][CH2:14][CH2:15][O:16][C:17]=2[N:18]=1. Given the reactants [CH3:1][C@@H:2]1[CH2:6][CH2:5][CH2:4][C@H:3]1[O:7][C:8]1[CH:9]=[CH:10][C:11]2[CH2:12][N:13](C(OC(C)(C)C)=O)[CH2:14][CH2:15][O:16][C:17]=2[N:18]=1.[ClH:26].C(OCC)(=O)C, predict the reaction product.